This data is from Full USPTO retrosynthesis dataset with 1.9M reactions from patents (1976-2016). The task is: Predict the reactants needed to synthesize the given product. (1) Given the product [CH2:1]([O:3][CH2:4][C:5]1[N:6]([CH2:18][C:19]2([O:24][CH3:25])[CH2:20][CH2:21][CH2:22][CH2:23]2)[C:7]2[C:16]3[CH:15]=[CH:14][CH:13]=[CH:12][C:11]=3[N:10]=[C:9]([NH2:38])[C:8]=2[N:17]=1)[CH3:2], predict the reactants needed to synthesize it. The reactants are: [CH2:1]([O:3][CH2:4][C:5]1[N:6]([CH2:18][C:19]2([O:24][CH3:25])[CH2:23][CH2:22][CH2:21][CH2:20]2)[C:7]2[C:16]3[CH:15]=[CH:14][CH:13]=[CH:12][C:11]=3[N:10]=[CH:9][C:8]=2[N:17]=1)[CH3:2].C1C=C(Cl)C=C(C(OO)=O)C=1.[OH-].[NH4+:38].S(Cl)(C1C=CC(C)=CC=1)(=O)=O. (2) Given the product [CH2:1]([N:5]1[C:9]2[N:10]=[C:11]([C:12]3[CH:17]=[CH:16][CH:15]=[CH:14][C:13]=3[F:18])[NH:21][C:20](=[O:27])[C:8]=2[C:7]([CH3:22])=[N:6]1)[CH2:2][CH2:3][CH3:4], predict the reactants needed to synthesize it. The reactants are: [CH2:1]([N:5]1[C:9]([NH:10][C:11](=O)[C:12]2[CH:17]=[CH:16][CH:15]=[CH:14][C:13]=2[F:18])=[C:8]([C:20]#[N:21])[C:7]([CH3:22])=[N:6]1)[CH2:2][CH2:3][CH3:4].OO.C([OH:27])C.Cl. (3) Given the product [Cl:1][C:2]1[CH:19]=[CH:18][C:5]([CH2:6][N:7]2[CH2:8][CH2:9][CH:10]([N:13]([CH2:14][CH2:15][CH2:16][OH:17])[C:27](=[O:28])[O:29][C:30]([CH3:33])([CH3:32])[CH3:31])[CH2:11][CH2:12]2)=[CH:4][CH:3]=1, predict the reactants needed to synthesize it. The reactants are: [Cl:1][C:2]1[CH:19]=[CH:18][C:5]([CH2:6][N:7]2[CH2:12][CH2:11][CH:10]([NH:13][CH2:14][CH2:15][CH2:16][OH:17])[CH2:9][CH2:8]2)=[CH:4][CH:3]=1.CCN(CC)CC.[C:27](O[C:27]([O:29][C:30]([CH3:33])([CH3:32])[CH3:31])=[O:28])([O:29][C:30]([CH3:33])([CH3:32])[CH3:31])=[O:28]. (4) Given the product [CH3:1][O:2][C:3]1[CH:4]=[C:5]([CH:24]=[CH:25][C:26]=1[O:27][CH3:28])[O:6][CH2:7][C:8]1[NH:31][N:30]=[C:10]([C@@H:11]2[CH2:15][CH2:14][CH2:13][N:12]2[C:16]([O:18][C:19]([CH3:22])([CH3:21])[CH3:20])=[O:17])[CH:9]=1, predict the reactants needed to synthesize it. The reactants are: [CH3:1][O:2][C:3]1[CH:4]=[C:5]([CH:24]=[CH:25][C:26]=1[O:27][CH3:28])[O:6][CH2:7][C:8](=O)[C:9]#[C:10][C@@H:11]1[CH2:15][CH2:14][CH2:13][N:12]1[C:16]([O:18][C:19]([CH3:22])([CH3:21])[CH3:20])=[O:17].O.[NH2:30][NH2:31].